From a dataset of Reaction yield outcomes from USPTO patents with 853,638 reactions. Predict the reaction yield, written as a fraction of the theoretical maximum amount of product (1.0 means a 100% yield; for example, 0.34 means a 34% yield). (1) The reactants are [CH3:1][O:2][C:3]([C@@H:5]1[C@H:10]2[CH2:11][C@H:7]([CH:8]=[CH:9]2)[C@@H:6]1C(O)=O)=[O:4].C([N:17](CC)CC)C.Cl[C:23]([O:25][CH2:26][CH3:27])=[O:24].[N-]=[N+]=[N-].[Na+].[CH2:32](O)[C:33]1C=C[CH:36]=[CH:35][CH:34]=1. The catalyst is O1CCCC1.O.C1C=CC=CC=1.C(Cl)Cl.C(Cl)Cl.CCCCC.C(OCC)C. The product is [CH3:1][O:2][C:3]([C@H:5]1[C@@H:6]([NH:17][C:23]([O:25][CH2:26][C:27]2[CH:36]=[CH:35][CH:34]=[CH:33][CH:32]=2)=[O:24])[C@@H:7]2[CH2:11][C@H:10]1[CH:9]=[CH:8]2)=[O:4]. The yield is 0.770. (2) The reactants are [CH2:1]1[CH2:6][C@H:5]([C:7]([OH:9])=[O:8])[CH2:4][CH2:3][C@H:2]1[CH2:10][NH2:11].[CH3:12][CH:13]([CH3:33])[CH2:14][C:15]([O:17][CH:18]([O:22][C:23](ON1C(=O)CCC1=O)=[O:24])[CH:19]([CH3:21])[CH3:20])=[O:16]. The catalyst is CC(OC)(C)C.CC(C)=O.O. The product is [CH3:12][CH:13]([CH3:33])[CH2:14][C:15]([O:17][CH:18]([O:22][C:23]([NH:11][CH2:10][C@H:2]1[CH2:3][CH2:4][C@H:5]([C:7]([OH:9])=[O:8])[CH2:6][CH2:1]1)=[O:24])[CH:19]([CH3:20])[CH3:21])=[O:16]. The yield is 0.120. (3) The reactants are [CH2:1]([N:3]([CH2:16][CH3:17])[C:4](=[O:15])[C:5]1[CH:10]=[CH:9][C:8]([N+:11]([O-:13])=[O:12])=[C:7](F)[CH:6]=1)[CH3:2].[NH4+:18].[OH-].CCO. No catalyst specified. The product is [NH2:18][C:7]1[CH:6]=[C:5]([CH:10]=[CH:9][C:8]=1[N+:11]([O-:13])=[O:12])[C:4]([N:3]([CH2:16][CH3:17])[CH2:1][CH3:2])=[O:15]. The yield is 0.860. (4) The reactants are O1[C:5]2([CH2:10][CH2:9][CH:8]([N:11]3[C:16](=[O:17])[C:15]([CH2:18][C:19]4[CH:24]=[CH:23][C:22]([C:25]5[C:26]([C:31]#[N:32])=[CH:27][CH:28]=[CH:29][CH:30]=5)=[CH:21][C:20]=4[F:33])=[C:14]([CH2:34][CH2:35][CH3:36])[N:13]4[N:37]=[CH:38][N:39]=[C:12]34)[CH2:7][CH2:6]2)[O:4]CC1.Cl.O1CCCC1. The catalyst is C(OCC)(=O)C. The product is [F:33][C:20]1[CH:21]=[C:22]([C:25]2[C:26]([C:31]#[N:32])=[CH:27][CH:28]=[CH:29][CH:30]=2)[CH:23]=[CH:24][C:19]=1[CH2:18][C:15]1[C:16](=[O:17])[N:11]([C@H:8]2[CH2:9][CH2:10][C@@H:5]([OH:4])[CH2:6][CH2:7]2)[C:12]2[N:13]([N:37]=[CH:38][N:39]=2)[C:14]=1[CH2:34][CH2:35][CH3:36]. The yield is 0.0900. (5) The reactants are [N:1]1[C:10]2[C:5](=[C:6]([CH:11]([CH3:16])[CH:12]([NH2:15])[CH2:13][NH2:14])[CH:7]=[CH:8][CH:9]=2)[CH:4]=[CH:3][CH:2]=1.[C:17](N1C=CN=C1)(N1C=CN=C1)=[S:18]. The catalyst is C(Cl)Cl.C(Cl)(Cl)Cl.O. The product is [N:1]1[C:10]2[C:5](=[C:6]([CH:11]([CH:12]3[CH2:13][NH:14][C:17](=[S:18])[NH:15]3)[CH3:16])[CH:7]=[CH:8][CH:9]=2)[CH:4]=[CH:3][CH:2]=1. The yield is 0.930. (6) The reactants are [I:1][C:2]1[CH:3]=[CH:4][C:5]2[N:6]([N:8]=[C:9]([C:14]3[CH:19]=[CH:18][CH:17]=[CH:16][CH:15]=3)[C:10]=2[C:11](O)=[O:12])[CH:7]=1.O[N:21]1[C:25]2N=CC=CC=2N=N1.Cl.CN.C(N(C(C)C)CC)(C)C.Cl.CN(C)CCCN=C=NCC. The catalyst is C(OC(=O)C)C.ClCCl. The product is [I:1][C:2]1[CH:3]=[CH:4][C:5]2[N:6]([N:8]=[C:9]([C:14]3[CH:19]=[CH:18][CH:17]=[CH:16][CH:15]=3)[C:10]=2[C:11]([NH:21][CH3:25])=[O:12])[CH:7]=1. The yield is 0.900. (7) The reactants are Br[CH2:2][C:3]([OH:5])=[O:4].[C:6]([NH:13][CH2:14][CH2:15][OH:16])([O:8][C:9]([CH3:12])([CH3:11])[CH3:10])=[O:7].[H-].[Na+]. The catalyst is C1COCC1. The product is [C:9]([O:8][C:6]([NH:13][CH2:14][CH2:15][O:16][CH2:2][C:3]([OH:5])=[O:4])=[O:7])([CH3:12])([CH3:11])[CH3:10]. The yield is 0.970.